Dataset: Peptide-MHC class II binding affinity with 134,281 pairs from IEDB. Task: Regression. Given a peptide amino acid sequence and an MHC pseudo amino acid sequence, predict their binding affinity value. This is MHC class II binding data. (1) The peptide sequence is LMIMKSNQKNMFLKV. The MHC is DRB4_0101 with pseudo-sequence DRB4_0103. The binding affinity (normalized) is 0.577. (2) The peptide sequence is AAATAGTTVSGAFAA. The MHC is HLA-DPA10103-DPB10401 with pseudo-sequence HLA-DPA10103-DPB10401. The binding affinity (normalized) is 0. (3) The peptide sequence is CGGTGKNTIVIPKGD. The MHC is HLA-DQA10201-DQB10202 with pseudo-sequence HLA-DQA10201-DQB10202. The binding affinity (normalized) is 0. (4) The MHC is HLA-DPA10201-DPB10101 with pseudo-sequence HLA-DPA10201-DPB10101. The peptide sequence is TQCMNIMESIPANTI. The binding affinity (normalized) is 0.294. (5) The peptide sequence is EKKYFAATQFEPLWA. The MHC is HLA-DPA10201-DPB10101 with pseudo-sequence HLA-DPA10201-DPB10101. The binding affinity (normalized) is 0.977. (6) The peptide sequence is FEIKCTKPEACSGEP. The MHC is DRB1_1602 with pseudo-sequence DRB1_1602. The binding affinity (normalized) is 0.732.